This data is from NCI-60 drug combinations with 297,098 pairs across 59 cell lines. The task is: Regression. Given two drug SMILES strings and cell line genomic features, predict the synergy score measuring deviation from expected non-interaction effect. (1) Drug 1: C1=CC(=CC=C1CCC2=CNC3=C2C(=O)NC(=N3)N)C(=O)NC(CCC(=O)O)C(=O)O. Drug 2: CC1=C(C=C(C=C1)C(=O)NC2=CC(=CC(=C2)C(F)(F)F)N3C=C(N=C3)C)NC4=NC=CC(=N4)C5=CN=CC=C5. Cell line: TK-10. Synergy scores: CSS=36.8, Synergy_ZIP=-0.587, Synergy_Bliss=-3.73, Synergy_Loewe=-14.3, Synergy_HSA=-3.61. (2) Drug 1: C(=O)(N)NO. Drug 2: CN(C(=O)NC(C=O)C(C(C(CO)O)O)O)N=O. Cell line: NCI-H322M. Synergy scores: CSS=-5.43, Synergy_ZIP=3.78, Synergy_Bliss=2.47, Synergy_Loewe=-1.45, Synergy_HSA=-2.73. (3) Drug 1: CCC1(CC2CC(C3=C(CCN(C2)C1)C4=CC=CC=C4N3)(C5=C(C=C6C(=C5)C78CCN9C7C(C=CC9)(C(C(C8N6C=O)(C(=O)OC)O)OC(=O)C)CC)OC)C(=O)OC)O.OS(=O)(=O)O. Drug 2: C1CN(CCN1C(=O)CCBr)C(=O)CCBr. Cell line: NCI-H522. Synergy scores: CSS=26.9, Synergy_ZIP=-9.23, Synergy_Bliss=-1.15, Synergy_Loewe=-0.430, Synergy_HSA=-0.228. (4) Drug 1: C1=CC(=CC=C1C#N)C(C2=CC=C(C=C2)C#N)N3C=NC=N3. Drug 2: CCC1(CC2CC(C3=C(CCN(C2)C1)C4=CC=CC=C4N3)(C5=C(C=C6C(=C5)C78CCN9C7C(C=CC9)(C(C(C8N6C)(C(=O)OC)O)OC(=O)C)CC)OC)C(=O)OC)O.OS(=O)(=O)O. Cell line: T-47D. Synergy scores: CSS=-5.64, Synergy_ZIP=2.09, Synergy_Bliss=-4.23, Synergy_Loewe=-8.05, Synergy_HSA=-8.36. (5) Drug 1: CN(CCCl)CCCl.Cl. Drug 2: C1C(C(OC1N2C=NC3=C2NC=NCC3O)CO)O. Cell line: HCC-2998. Synergy scores: CSS=11.6, Synergy_ZIP=-8.21, Synergy_Bliss=-12.1, Synergy_Loewe=-15.7, Synergy_HSA=-9.65. (6) Drug 1: C1CCN(CC1)CCOC2=CC=C(C=C2)C(=O)C3=C(SC4=C3C=CC(=C4)O)C5=CC=C(C=C5)O. Drug 2: C1CCC(C(C1)N)N.C(=O)(C(=O)[O-])[O-].[Pt+4]. Cell line: NCI-H226. Synergy scores: CSS=11.0, Synergy_ZIP=-0.841, Synergy_Bliss=5.19, Synergy_Loewe=-5.65, Synergy_HSA=-0.305.